From a dataset of Reaction yield outcomes from USPTO patents with 853,638 reactions. Predict the reaction yield, written as a fraction of the theoretical maximum amount of product (1.0 means a 100% yield; for example, 0.34 means a 34% yield). (1) The catalyst is CS(C)=O. The reactants are [OH:1][C:2]1[CH:3]=[CH:4][C:5]([C:8]([OH:10])=O)=[N:6][CH:7]=1.[CH2:11]([N:15]1[C:23]2[N:22]=[C:21]([Cl:24])[NH:20][C:19]=2[C:18](=[O:25])[N:17]([CH2:26][CH2:27][CH2:28][CH2:29]/[C:30](=[N:33]/[H])/[NH:31]O)[C:16]1=[O:35])[CH2:12][CH2:13][CH3:14]. The yield is 0.240. The product is [CH2:11]([N:15]1[C:23]2[N:22]=[C:21]([Cl:24])[NH:20][C:19]=2[C:18](=[O:25])[N:17]([CH2:26][CH2:27][CH2:28][CH2:29][C:30]2[N:31]=[C:8]([C:5]3[CH:4]=[CH:3][C:2]([OH:1])=[CH:7][N:6]=3)[O:10][N:33]=2)[C:16]1=[O:35])[CH2:12][CH2:13][CH3:14]. (2) The reactants are [F:1][C:2]1[CH:46]=[C:45]([F:47])[CH:44]=[CH:43][C:3]=1[O:4][C:5]1[CH:10]=[CH:9][C:8]([N:11](S(CC)(=O)=O)[S:12]([CH2:15][CH3:16])(=[O:14])=[O:13])=[CH:7][C:6]=1[C:22]1[C:23]2[CH:32]=[CH:31][N:30](S(C3C=CC(C)=CC=3)(=O)=O)[C:24]=2[C:25](=[O:29])[N:26]([CH3:28])[CH:27]=1.[OH-].[K+]. The catalyst is [Br-].C[N+](C)(C)CCCCCCCCCCCCCCCC.O1CCCC1.O. The product is [F:1][C:2]1[CH:46]=[C:45]([F:47])[CH:44]=[CH:43][C:3]=1[O:4][C:5]1[CH:10]=[CH:9][C:8]([NH:11][S:12]([CH2:15][CH3:16])(=[O:14])=[O:13])=[CH:7][C:6]=1[C:22]1[C:23]2[CH:32]=[CH:31][NH:30][C:24]=2[C:25](=[O:29])[N:26]([CH3:28])[CH:27]=1. The yield is 0.820.